This data is from Peptide-MHC class I binding affinity with 185,985 pairs from IEDB/IMGT. The task is: Regression. Given a peptide amino acid sequence and an MHC pseudo amino acid sequence, predict their binding affinity value. This is MHC class I binding data. (1) The peptide sequence is TRFWYINHTK. The MHC is HLA-A11:01 with pseudo-sequence HLA-A11:01. The binding affinity (normalized) is 0.329. (2) The peptide sequence is LLRHYYNKR. The MHC is HLA-A31:01 with pseudo-sequence HLA-A31:01. The binding affinity (normalized) is 0.952. (3) The peptide sequence is KACDLAMCY. The binding affinity (normalized) is 0.0847. The MHC is HLA-A26:01 with pseudo-sequence HLA-A26:01. (4) The peptide sequence is SPSVEVKLPD. The MHC is HLA-B07:02 with pseudo-sequence HLA-B07:02. The binding affinity (normalized) is 0.508. (5) The peptide sequence is LSSIGIPAY. The MHC is HLA-B27:05 with pseudo-sequence HLA-B27:05. The binding affinity (normalized) is 0.0847.